Dataset: Reaction yield outcomes from USPTO patents with 853,638 reactions. Task: Predict the reaction yield, written as a fraction of the theoretical maximum amount of product (1.0 means a 100% yield; for example, 0.34 means a 34% yield). (1) The reactants are [F:1][C:2]1[CH:7]=[CH:6][C:5]([C:8]2[C:16]3[C:11](=[CH:12][CH:13]=C(C#N)[CH:15]=3)[NH:10][N:9]=2)=[CH:4][CH:3]=1.[C:19]([OH:22])(=[O:21])[CH3:20].Cl. The catalyst is O. The product is [F:1][C:2]1[CH:3]=[CH:4][C:5]([C:8]2[C:16]3[C:11](=[CH:12][CH:13]=[C:20]([C:19]([OH:22])=[O:21])[CH:15]=3)[NH:10][N:9]=2)=[CH:6][CH:7]=1. The yield is 0.860. (2) The reactants are [F:1][C:2]1[CH:7]=[CH:6][C:5]([CH2:8][C:9]2[C:10]([N:16]3[CH2:22][C:21]4[CH:23]=[C:24]([C:27]5[N:32]=[C:31]6[S:33][C:34]([NH:36]C(=O)C7C=CC=CC=7)=[N:35][C:30]6=[CH:29][CH:28]=5)[CH:25]=[CH:26][C:20]=4[O:19][CH2:18][CH2:17]3)=[N:11][CH:12]=[N:13][C:14]=2[CH3:15])=[CH:4][CH:3]=1.[OH-].[Na+]. The catalyst is S(=O)(=O)(O)O. The product is [F:1][C:2]1[CH:3]=[CH:4][C:5]([CH2:8][C:9]2[C:10]([N:16]3[CH2:22][C:21]4[CH:23]=[C:24]([C:27]5[N:32]=[C:31]6[S:33][C:34]([NH2:36])=[N:35][C:30]6=[CH:29][CH:28]=5)[CH:25]=[CH:26][C:20]=4[O:19][CH2:18][CH2:17]3)=[N:11][CH:12]=[N:13][C:14]=2[CH3:15])=[CH:6][CH:7]=1. The yield is 0.370. (3) The reactants are [CH:1]([C@H:4]1[N:9]([C:10]2[N:15]=[C:14]([CH3:16])[C:13]([C:17](OC)=[O:18])=[CH:12][N:11]=2)[CH2:8][CH2:7][N:6]2[C:21]3[CH:27]=[C:26]([S:28]([CH3:31])(=[O:30])=[O:29])[C:25]([C:32](OC)=[O:33])=[CH:24][C:22]=3[N:23]=[C:5]12)([CH3:3])[CH3:2].CC(C[AlH]CC(C)C)C.[NH4+].[Cl-]. The catalyst is C1(C)C=CC=CC=1. The product is [OH:33][CH2:32][C:25]1[C:26]([S:28]([CH3:31])(=[O:30])=[O:29])=[CH:27][C:21]2[N:6]3[CH2:7][CH2:8][N:9]([C:10]4[N:15]=[C:14]([CH3:16])[C:13]([CH2:17][OH:18])=[CH:12][N:11]=4)[C@H:4]([CH:1]([CH3:2])[CH3:3])[C:5]3=[N:23][C:22]=2[CH:24]=1. The yield is 0.123. (4) The yield is 0.330. The product is [N+:1]([C:4]1[N:5]=[CH:6][N:7]([CH:10]2[CH2:13][O:12][CH2:11]2)[CH:8]=1)([O-:3])=[O:2]. The catalyst is O1CCOCC1. The reactants are [N+:1]([C:4]1[N:5]=[CH:6][NH:7][CH:8]=1)([O-:3])=[O:2].I[CH:10]1[CH2:13][O:12][CH2:11]1.C([O-])([O-])=O.[Cs+].[Cs+]. (5) The reactants are [S:1]1[CH:5]=[CH:4][CH:3]=[C:2]1[CH2:6][N:7]1[C:15](=[O:16])[C:14]2[C:9](=[CH:10][CH:11]=[CH:12][CH:13]=2)[C:8]1=[O:17].[BH4-].[Na+]. The catalyst is CO. The product is [OH:16][CH:15]1[C:14]2[C:9](=[CH:10][CH:11]=[CH:12][CH:13]=2)[C:8](=[O:17])[N:7]1[CH2:6][C:2]1[S:1][CH:5]=[CH:4][CH:3]=1. The yield is 0.870. (6) The yield is 0.910. The product is [F:3][C:4]1[CH:5]=[CH:6][C:7]([C:10]2[C:14]([CH2:15][O:16][C:19]3[CH:26]=[CH:25][C:22]([C:23]#[N:24])=[CH:21][N:20]=3)=[C:13]([CH3:17])[O:12][N:11]=2)=[CH:8][CH:9]=1. The reactants are [H-].[Na+].[F:3][C:4]1[CH:9]=[CH:8][C:7]([C:10]2[C:14]([CH2:15][OH:16])=[C:13]([CH3:17])[O:12][N:11]=2)=[CH:6][CH:5]=1.Cl[C:19]1[CH:26]=[CH:25][C:22]([C:23]#[N:24])=[CH:21][N:20]=1.C(O)(=O)CC(CC(O)=O)(C(O)=O)O. The catalyst is C1COCC1.O. (7) The reactants are [F:1][C:2]1[C:3](Cl)=C[C:5]([Cl:8])=[N:6][CH:7]=1.[NH2:10][CH2:11][C@H:12]1[CH2:17][CH2:16][C@H:15]([NH:18][C:19](=[O:25])[O:20][C:21]([CH3:24])([CH3:23])[CH3:22])[CH2:14][CH2:13]1.CC[N:28](C(C)C)C(C)C. The catalyst is CCO. The product is [C:21]([O:20][C:19](=[O:25])[NH:18][CH:15]1[CH2:14][CH2:13][CH:12]([CH2:11][NH:10][C:3]2[C:2]([F:1])=[CH:7][N:6]=[C:5]([Cl:8])[N:28]=2)[CH2:17][CH2:16]1)([CH3:22])([CH3:24])[CH3:23]. The yield is 0.890. (8) The reactants are [CH:1]([C:4]1[CH:5]=[CH:6][C:7](N)=[N:8][CH:9]=1)([CH3:3])[CH3:2].N([O-])=O.[Na+].[Br:15]Br.[OH-].[Na+]. The catalyst is Br. The product is [Br:15][C:7]1[CH:6]=[CH:5][C:4]([CH:1]([CH3:3])[CH3:2])=[CH:9][N:8]=1. The yield is 0.620. (9) The reactants are C(=[N:14][NH2:15])(C1C=CC=CC=1)C1C=CC=CC=1.CC(C)([O-])C.[K+].[Br:22][C:23]1[CH:24]=[CH:25][C:26](F)=[C:27]([C:29]([C:31]2[CH:36]=[C:35]([CH:37]([CH3:39])[CH3:38])[CH:34]=[C:33]([CH:40]([CH3:42])[CH3:41])[C:32]=2[O:43][CH2:44][CH3:45])=O)[CH:28]=1. The catalyst is C1COCC1. The product is [Br:22][C:23]1[CH:28]=[C:27]2[C:26](=[CH:25][CH:24]=1)[NH:15][N:14]=[C:29]2[C:31]1[CH:36]=[C:35]([CH:37]([CH3:39])[CH3:38])[CH:34]=[C:33]([CH:40]([CH3:42])[CH3:41])[C:32]=1[O:43][CH2:44][CH3:45]. The yield is 0.160.